Predict the product of the given reaction. From a dataset of Forward reaction prediction with 1.9M reactions from USPTO patents (1976-2016). (1) Given the reactants [ClH:1].[CH2:2]([C:4]1([CH2:31][CH3:32])[CH2:9][CH2:8][C:7]([C:10]2[CH:15]=[CH:14][C:13]([O:16][CH3:17])=[CH:12][C:11]=2[N:18]2[CH2:23][CH2:22][N:21]([CH2:24][CH:25]3[CH2:30][CH2:29][O:28][CH2:27][CH2:26]3)[CH2:20][CH2:19]2)=[CH:6][CH2:5]1)[CH3:3], predict the reaction product. The product is: [ClH:1].[CH2:31]([C:4]1([CH2:2][CH3:3])[CH2:9][CH2:8][CH:7]([C:10]2[CH:15]=[CH:14][C:13]([O:16][CH3:17])=[CH:12][C:11]=2[N:18]2[CH2:23][CH2:22][N:21]([CH2:24][CH:25]3[CH2:26][CH2:27][O:28][CH2:29][CH2:30]3)[CH2:20][CH2:19]2)[CH2:6][CH2:5]1)[CH3:32]. (2) The product is: [NH2:8][C:5]1[O:6][CH2:7][C:2]([F:1])([F:21])[C@@:3]2([C:17]3[C:12](=[CH:13][CH:14]=[C:15]([NH:18][C:30](=[O:31])[C:27]4[CH:26]=[CH:25][C:24]([C:22]#[N:23])=[CH:29][N:28]=4)[CH:16]=3)[C:11]([CH3:19])([CH3:20])[CH2:10][CH2:9]2)[N:4]=1. Given the reactants [F:1][C:2]1([F:21])[CH2:7][O:6][C:5]([NH2:8])=[N:4][C@@:3]21[C:17]1[C:12](=[CH:13][CH:14]=[C:15]([NH2:18])[CH:16]=1)[C:11]([CH3:20])([CH3:19])[CH2:10][CH2:9]2.[C:22]([C:24]1[CH:25]=[CH:26][C:27]([C:30](O)=[O:31])=[N:28][CH:29]=1)#[N:23], predict the reaction product.